This data is from Catalyst prediction with 721,799 reactions and 888 catalyst types from USPTO. The task is: Predict which catalyst facilitates the given reaction. (1) Reactant: [Cl:1][C:2]1[CH:7]=[CH:6][C:5]([C:8]2[S:9][CH:10]=[C:11]([CH2:13][S:14][C:15]3[C:20]([C:21]#[N:22])=[C:19]([C:23]4[CH:28]=[CH:27][C:26]([O:29][CH2:30][CH2:31][OH:32])=[CH:25][CH:24]=4)[C:18]([C:33]#[N:34])=[CH:17][N:16]=3)[N:12]=2)=[CH:4][CH:3]=1.[CH2:35]([NH:37][CH3:38])[CH3:36].O. Product: [Cl:1][C:2]1[CH:3]=[CH:4][C:5]([C:8]2[S:9][CH:10]=[C:11]([CH2:13][S:14][C:15]3[C:20]([C:21]#[N:22])=[C:19]([C:23]4[CH:28]=[CH:27][C:26]([O:29][CH2:30][CH2:31][OH:32])=[CH:25][CH:24]=4)[C:18]([C:33]#[N:34])=[C:17]([N:37]([CH2:35][CH3:36])[CH3:38])[N:16]=3)[N:12]=2)=[CH:6][CH:7]=1. The catalyst class is: 1. (2) Reactant: [Cl:1][C:2]1[CH:7]=[CH:6][C:5]([O:8][C:9]2[CH:14]=[CH:13][C:12]([CH2:15][S:16][C:17]3[NH:18][CH:19]=[C:20]([CH2:24]O)[C:21](=[O:23])[N:22]=3)=[CH:11][CH:10]=2)=[CH:4][C:3]=1[C:26]([F:29])([F:28])[F:27].CC(OC(/N=N/C(O[CH:41]([CH3:43])[CH3:42])=O)=O)C.C1(P(C2C=CC=CC=2)C2C=CC=CC=2)C=CC=CC=1.[NH:63]1CCN[CH2:65][CH2:64]1. Product: [Cl:1][C:2]1[CH:7]=[CH:6][C:5]([O:8][C:9]2[CH:10]=[CH:11][C:12]([CH2:15][S:16][C:17]3[NH:18][CH:19]=[C:20]([CH2:24][N:63]4[CH2:42][CH2:41][CH2:43][CH2:65][CH2:64]4)[C:21](=[O:23])[N:22]=3)=[CH:13][CH:14]=2)=[CH:4][C:3]=1[C:26]([F:27])([F:28])[F:29]. The catalyst class is: 3. (3) Reactant: [CH2:1]([NH:8][C@@H:9]([CH:11]1[CH2:13][CH2:12]1)[CH3:10])[C:2]1[CH:7]=[CH:6][CH:5]=[CH:4][CH:3]=1.[Br:14][CH2:15][C:16](Br)=[O:17]. Product: [CH2:1]([N:8]([C@@H:9]([CH:11]1[CH2:13][CH2:12]1)[CH3:10])[C:16](=[O:17])[CH2:15][Br:14])[C:2]1[CH:7]=[CH:6][CH:5]=[CH:4][CH:3]=1. The catalyst class is: 2. (4) Reactant: [Cl:1][C:2]1[CH:3]=[C:4]([C:9]2([C:14](=[O:22])[CH2:15][N:16]3[CH2:21][CH2:20][CH2:19][CH2:18][CH2:17]3)[CH2:13][CH2:12][CH2:11][CH2:10]2)[CH:5]=[CH:6][C:7]=1[Cl:8].[BH4-].[Na+]. Product: [Cl:1][C:2]1[CH:3]=[C:4]([C:9]2([CH:14]([OH:22])[CH2:15][N:16]3[CH2:17][CH2:18][CH2:19][CH2:20][CH2:21]3)[CH2:10][CH2:11][CH2:12][CH2:13]2)[CH:5]=[CH:6][C:7]=1[Cl:8]. The catalyst class is: 5. (5) Reactant: [Br:1][C:2]1[C:3]([Cl:12])=[CH:4][C:5]([OH:11])=[C:6]([CH:10]=1)[C:7]([OH:9])=[O:8].[C:13]([O:17][C:18](=[O:23])[CH2:19][CH2:20][CH2:21]Br)([CH3:16])([CH3:15])[CH3:14].[C:24]([O-:27])([O-])=[O:25].[K+].[K+]. Product: [C:13]([O:17][C:18]([CH2:19][CH2:20][CH2:21][O:8][C:7](=[O:9])[C:6]1[CH:10]=[C:2]([Br:1])[C:3]([Cl:12])=[CH:4][C:5]=1[O:11][CH2:2][CH2:3][CH2:4][C:24]([O:27][C:6]([CH3:10])([CH3:7])[CH3:5])=[O:25])=[O:23])([CH3:16])([CH3:15])[CH3:14]. The catalyst class is: 3.